Dataset: Catalyst prediction with 721,799 reactions and 888 catalyst types from USPTO. Task: Predict which catalyst facilitates the given reaction. (1) The catalyst class is: 2. Reactant: [CH3:1][O:2][CH2:3][CH2:4][CH2:5][CH2:6][C:7]#[C:8][C:9]1[CH:10]=[C:11]([CH2:15][CH2:16][CH2:17][NH:18]C(=O)OC(C)(C)C)[CH:12]=[CH:13][CH:14]=1.[ClH:26].O1CCOCC1. Product: [ClH:26].[CH3:1][O:2][CH2:3][CH2:4][CH2:5][CH2:6][C:7]#[C:8][C:9]1[CH:10]=[C:11]([CH2:15][CH2:16][CH2:17][NH2:18])[CH:12]=[CH:13][CH:14]=1. (2) Reactant: [CH2:1]([N:3]1[C:7]2=[N:8][C:9]([CH2:45][CH3:46])=[C:10]([CH2:19][N:20]([CH2:29][C:30]3[CH:31]=[C:32]([C:37]4[CH:42]=[CH:41][CH:40]=[C:39](C=O)[CH:38]=4)[C:33]([F:36])=[CH:34][CH:35]=3)[C:21]([C:23]3([C:26]([NH2:28])=[O:27])[CH2:25][CH2:24]3)=[O:22])[C:11]([NH:12][CH:13]3[CH2:18][CH2:17][O:16][CH2:15][CH2:14]3)=[C:6]2[CH:5]=[N:4]1)[CH3:2].[CH3:47][N:48]1[CH2:53][CH2:52][NH:51][CH2:50][CH2:49]1.[C:54](O[BH-](OC(=O)C)OC(=O)C)(=O)C.[Na+].C(O)(=O)C. Product: [CH2:1]([N:3]1[C:7]2=[N:8][C:9]([CH2:45][CH3:46])=[C:10]([CH2:19][N:20]([CH2:29][C:30]3[CH:31]=[C:32]([C:37]4[CH:42]=[CH:41][CH:40]=[C:39]([CH2:47][N:48]5[CH2:53][CH2:52][N:51]([CH3:54])[CH2:50][CH2:49]5)[CH:38]=4)[C:33]([F:36])=[CH:34][CH:35]=3)[C:21]([C:23]3([C:26]([NH2:28])=[O:27])[CH2:24][CH2:25]3)=[O:22])[C:11]([NH:12][CH:13]3[CH2:18][CH2:17][O:16][CH2:15][CH2:14]3)=[C:6]2[CH:5]=[N:4]1)[CH3:2]. The catalyst class is: 2. (3) Reactant: [F:1][C:2]1[C:9](F)=[C:8]([F:11])[CH:7]=[C:6]([N+:12]([O-:14])=[O:13])[C:3]=1[NH:4][CH3:5].Cl.[F:16][C:17]([F:25])([F:24])[CH:18]1[CH2:23][CH2:22][NH:21][CH2:20][CH2:19]1.C([O-])([O-])=O.[K+].[K+].N. Product: [F:1][C:2]1[C:9]([N:21]2[CH2:22][CH2:23][CH:18]([C:17]([F:25])([F:24])[F:16])[CH2:19][CH2:20]2)=[C:8]([F:11])[CH:7]=[C:6]([N+:12]([O-:14])=[O:13])[C:3]=1[NH:4][CH3:5]. The catalyst class is: 3. (4) Reactant: C(Cl)(=O)C(Cl)=O.[OH:7][CH2:8][CH2:9][CH2:10][NH:11][C:12]([C:14]1[NH:15][C:16]2[C:21]([C:22]=1[I:23])=[CH:20][C:19]([F:24])=[CH:18][CH:17]=2)=[O:13].CCN(CC)CC. Product: [O:7]=[CH:8][CH2:9][CH2:10][NH:11][C:12]([C:14]1[NH:15][C:16]2[C:21]([C:22]=1[I:23])=[CH:20][C:19]([F:24])=[CH:18][CH:17]=2)=[O:13]. The catalyst class is: 583. (5) Reactant: [H-].[Na+].COP([CH2:9][C:10]([O:12][CH2:13][C:14]1[CH:19]=[CH:18][CH:17]=[CH:16][CH:15]=1)=[O:11])(OC)=O.O[CH:21]1[CH2:30][CH2:29][C:28]2[C:23](=[CH:24][CH:25]=[CH:26][CH:27]=2)[N:22]1[C:31]([O:33][C:34]([CH3:37])([CH3:36])[CH3:35])=[O:32]. Product: [CH2:13]([O:12][C:10](=[O:11])[CH2:9][CH:21]1[CH2:30][CH2:29][C:28]2[C:23](=[CH:24][CH:25]=[CH:26][CH:27]=2)[N:22]1[C:31]([O:33][C:34]([CH3:37])([CH3:36])[CH3:35])=[O:32])[C:14]1[CH:15]=[CH:16][CH:17]=[CH:18][CH:19]=1. The catalyst class is: 1.